Dataset: Forward reaction prediction with 1.9M reactions from USPTO patents (1976-2016). Task: Predict the product of the given reaction. (1) Given the reactants [Cl:1][C:2]1[CH:3]=[C:4]([C:12]2[N:16]=[C:15]([C:17]3[CH:22]=[CH:21][C:20]([CH2:23][NH2:24])=[CH:19][CH:18]=3)[O:14][N:13]=2)[CH:5]=[CH:6][C:7]=1[O:8][CH:9]([CH3:11])[CH3:10].[CH2:25]=[C:26]([CH2:31][C:32](OC)=[O:33])[C:27]([O:29]C)=[O:28].O.[OH-].[Li+].Cl, predict the reaction product. The product is: [Cl:1][C:2]1[CH:3]=[C:4]([C:12]2[N:16]=[C:15]([C:17]3[CH:22]=[CH:21][C:20]([CH2:23][N:24]4[C:32](=[O:33])[CH2:31][CH:26]([C:27]([OH:29])=[O:28])[CH2:25]4)=[CH:19][CH:18]=3)[O:14][N:13]=2)[CH:5]=[CH:6][C:7]=1[O:8][CH:9]([CH3:11])[CH3:10]. (2) Given the reactants [CH3:1][S:2](Cl)(=[O:4])=[O:3].C(N(CC)CC)C.[C:13]([O:17][C:18]([N:20]1[CH2:24][C@H:23]([CH2:25][OH:26])[C@@H:22]([OH:27])[CH2:21]1)=[O:19])([CH3:16])([CH3:15])[CH3:14], predict the reaction product. The product is: [C:13]([O:17][C:18]([N:20]1[CH2:24][C@H:23]([CH2:25][O:26][S:2]([CH3:1])(=[O:4])=[O:3])[C@@H:22]([OH:27])[CH2:21]1)=[O:19])([CH3:16])([CH3:14])[CH3:15].